From a dataset of Catalyst prediction with 721,799 reactions and 888 catalyst types from USPTO. Predict which catalyst facilitates the given reaction. Reactant: [F:1][C:2]1[CH:7]=[CH:6][CH:5]=[CH:4][C:3]=1[S:8][C:9]1[CH:10]=[N:11][C:12]([N:15]2[CH2:20][CH2:19][N:18](C(OC(C)(C)C)=O)[CH2:17][CH2:16]2)=[N:13][CH:14]=1.[ClH:28]. Product: [ClH:28].[F:1][C:2]1[CH:7]=[CH:6][CH:5]=[CH:4][C:3]=1[S:8][C:9]1[CH:10]=[N:11][C:12]([N:15]2[CH2:16][CH2:17][NH:18][CH2:19][CH2:20]2)=[N:13][CH:14]=1. The catalyst class is: 12.